This data is from TCR-epitope binding with 47,182 pairs between 192 epitopes and 23,139 TCRs. The task is: Binary Classification. Given a T-cell receptor sequence (or CDR3 region) and an epitope sequence, predict whether binding occurs between them. (1) The epitope is ITEEVGHTDLMAAY. Result: 1 (the TCR binds to the epitope). The TCR CDR3 sequence is CASSRVLGSSTDTQYF. (2) The epitope is LLMPILTLT. The TCR CDR3 sequence is CASSPGVGLASLNEQFF. Result: 1 (the TCR binds to the epitope). (3) The epitope is RLRAEAQVK. The TCR CDR3 sequence is CASSLELGGQFPWDSPLHF. Result: 1 (the TCR binds to the epitope).